From a dataset of Full USPTO retrosynthesis dataset with 1.9M reactions from patents (1976-2016). Predict the reactants needed to synthesize the given product. (1) Given the product [N+:19]([C:15]1[CH:14]=[C:13]([C:3]2[N:4]=[C:5]([CH:7]3[CH2:12][CH2:11][O:10][CH2:9][CH2:8]3)[S:6][C:2]=2[C:25]2[CH:26]=[CH:27][N:22]=[CH:23][CH:24]=2)[CH:18]=[CH:17][CH:16]=1)([O-:21])=[O:20], predict the reactants needed to synthesize it. The reactants are: Br[C:2]1[S:6][C:5]([CH:7]2[CH2:12][CH2:11][O:10][CH2:9][CH2:8]2)=[N:4][C:3]=1[C:13]1[CH:18]=[CH:17][CH:16]=[C:15]([N+:19]([O-:21])=[O:20])[CH:14]=1.[N:22]1[CH:27]=[CH:26][C:25](B2OC(C)(C)C(C)(C)O2)=[CH:24][CH:23]=1.C(=O)([O-])[O-].[Cs+].[Cs+].C(Cl)Cl. (2) Given the product [C:8]([O:12][C:13]([N:15]1[CH2:16][CH2:17][N:18]([C:21]2[CH:22]=[N:23][C:24]([NH:27][C:28]3[N:29]=[CH:30][C:31]4[CH:37]=[C:36]([O:6][CH2:5][CH:4]([CH3:7])[CH3:3])[C:35](=[O:39])[N:34]([CH:40]5[CH2:41][CH2:42][CH2:43][CH2:44]5)[C:32]=4[N:33]=3)=[CH:25][CH:26]=2)[CH2:19][CH2:20]1)=[O:14])([CH3:11])([CH3:9])[CH3:10], predict the reactants needed to synthesize it. The reactants are: [H-].[Na+].[CH3:3][CH:4]([CH3:7])[CH2:5][OH:6].[C:8]([O:12][C:13]([N:15]1[CH2:20][CH2:19][N:18]([C:21]2[CH:22]=[N:23][C:24]([NH:27][C:28]3[N:29]=[CH:30][C:31]4[CH:37]=[C:36](F)[C:35](=[O:39])[N:34]([CH:40]5[CH2:44][CH2:43][CH2:42][CH2:41]5)[C:32]=4[N:33]=3)=[CH:25][CH:26]=2)[CH2:17][CH2:16]1)=[O:14])([CH3:11])([CH3:10])[CH3:9]. (3) Given the product [CH2:31]([C:28]1[CH:27]=[N:26][C:25]([N:1]2[CH2:6][CH2:5][CH:4]([O:7][N:8]=[C:9]3[CH2:14][CH2:13][N:12]([C:15]4[CH:20]=[C:19]([F:21])[C:18]([Br:22])=[CH:17][C:16]=4[F:23])[CH2:11][CH2:10]3)[CH2:3][CH2:2]2)=[N:30][CH:29]=1)[CH3:32], predict the reactants needed to synthesize it. The reactants are: [NH:1]1[CH2:6][CH2:5][CH:4]([O:7][N:8]=[C:9]2[CH2:14][CH2:13][N:12]([C:15]3[CH:20]=[C:19]([F:21])[C:18]([Br:22])=[CH:17][C:16]=3[F:23])[CH2:11][CH2:10]2)[CH2:3][CH2:2]1.Cl[C:25]1[N:30]=[CH:29][C:28]([CH2:31][CH3:32])=[CH:27][N:26]=1.C(N(C(C)C)CC)(C)C.O. (4) Given the product [F:1][C:2]1[CH:3]=[C:4]([CH:7]=[C:8]([C:10]([F:11])([F:12])[F:13])[CH:9]=1)[C:5](=[N:16][OH:15])[NH2:6], predict the reactants needed to synthesize it. The reactants are: [F:1][C:2]1[CH:3]=[C:4]([CH:7]=[C:8]([C:10]([F:13])([F:12])[F:11])[CH:9]=1)[C:5]#[N:6].Cl.[OH:15][NH2:16].C(=O)([O-])[O-].[K+].[K+]. (5) Given the product [NH2:11][CH:7]([CH2:8][CH2:9][CH3:10])[CH:6]([OH:18])[C:5]([NH:4][CH:1]1[CH2:2][CH2:3]1)=[O:19], predict the reactants needed to synthesize it. The reactants are: [CH:1]1([NH:4][C:5](=[O:19])[CH:6]([OH:18])[CH:7]([NH:11]C(=O)OCC=C)[CH2:8][CH2:9][CH3:10])[CH2:3][CH2:2]1.CN1C(=O)CC(=O)N(C)C1=O.